Predict the reactants needed to synthesize the given product. From a dataset of Full USPTO retrosynthesis dataset with 1.9M reactions from patents (1976-2016). Given the product [CH2:26]([N:25]([CH2:24][C:15]1[CH:16]=[C:17]([C:20]([F:21])([F:22])[F:23])[CH:18]=[CH:19][C:14]=1[C:8]1[C:9]([O:12][CH3:13])=[CH:10][CH:11]=[C:6]([CH2:5][C:4]([OH:3])=[O:28])[CH:7]=1)[C:29](=[O:33])[CH:30]([CH3:32])[CH3:31])[CH3:27], predict the reactants needed to synthesize it. The reactants are: C([O:3][C:4](=[O:28])[CH2:5][C:6]1[CH:7]=[C:8]([C:14]2[CH:19]=[CH:18][C:17]([C:20]([F:23])([F:22])[F:21])=[CH:16][C:15]=2[CH2:24][NH:25][CH2:26][CH3:27])[C:9]([O:12][CH3:13])=[CH:10][CH:11]=1)C.[C:29](Cl)(=[O:33])[CH:30]([CH3:32])[CH3:31].